Predict the reaction yield, written as a fraction of the theoretical maximum amount of product (1.0 means a 100% yield; for example, 0.34 means a 34% yield). From a dataset of Reaction yield outcomes from USPTO patents with 853,638 reactions. (1) The reactants are C[N:2]([CH2:4][C:5]1[CH:6]=[C:7]([C:15]2[CH:16]=[C:17]3[C:21](=[C:22]([C:24]([NH2:26])=[O:25])[CH:23]=2)[NH:20][CH:19]=[C:18]3[CH:27]2[CH2:32][CH2:31][N:30]([S:33]([CH2:36][CH3:37])(=[O:35])=[O:34])[CH2:29][CH2:28]2)[CH:8]=[C:9]([O:13][CH3:14])[C:10]=1[O:11][CH3:12])[CH3:3].CNC. No catalyst specified. The product is [CH3:4][C:5]([CH3:6])([CH3:10])[CH2:3][NH:2][CH2:4][C:5]1[CH:6]=[C:7]([C:15]2[CH:16]=[C:17]3[C:21](=[C:22]([C:24]([NH2:26])=[O:25])[CH:23]=2)[NH:20][CH:19]=[C:18]3[CH:27]2[CH2:28][CH2:29][N:30]([S:33]([CH2:36][CH3:37])(=[O:35])=[O:34])[CH2:31][CH2:32]2)[CH:8]=[C:9]([O:13][CH3:14])[C:10]=1[O:11][CH3:12]. The yield is 0.292. (2) The reactants are [Cl:1][CH2:2][CH2:3][N:4]([CH2:15][CH2:16][Cl:17])[P:5](Cl)([N:7]([CH2:11][CH2:12][Cl:13])[CH2:8][CH2:9][Cl:10])=[O:6].[OH:18][CH2:19][CH2:20][S:21][CH2:22][CH2:23][OH:24].CC(C)([O-])C.[K+]. The catalyst is O1CCCC1.C(OCC)(=O)C. The product is [Cl:17][CH2:16][CH2:15][N:4]([CH2:3][CH2:2][Cl:1])[P:5]([N:7]([CH2:11][CH2:12][Cl:13])[CH2:8][CH2:9][Cl:10])(=[O:6])[O:18][CH2:19][CH2:20][S:21][CH2:22][CH2:23][OH:24]. The yield is 0.426. (3) The reactants are C([N:8]1[CH2:13][CH2:12][CH2:11][C@H:10]([NH:14][C:15]2[CH:16]=[C:17]([NH:33][C:34]3[CH:39]=[CH:38][CH:37]=[CH:36][N:35]=3)[C:18]3[N:19]([C:21]([C:24]([NH:26][C:27]4[CH:32]=[CH:31][N:30]=[CH:29][CH:28]=4)=[O:25])=[CH:22][N:23]=3)[N:20]=2)[CH2:9]1)C1C=CC=CC=1. The catalyst is CO. The product is [NH:8]1[CH2:13][CH2:12][CH2:11][C@H:10]([NH:14][C:15]2[CH:16]=[C:17]([NH:33][C:34]3[CH:39]=[CH:38][CH:37]=[CH:36][N:35]=3)[C:18]3[N:19]([C:21]([C:24]([NH:26][C:27]4[CH:28]=[CH:29][N:30]=[CH:31][CH:32]=4)=[O:25])=[CH:22][N:23]=3)[N:20]=2)[CH2:9]1. The yield is 0.207. (4) The reactants are C([O:4][C@@H:5]1[C@@H:10]([O:11]C(=O)C)[C@@H:9]([CH2:15][O:16]C(=O)C)[O:8][C@H:7]([O:20][C:21]2[CH:26]=[CH:25][C:24](B3OC(C)(C)C(C)(C)O3)=[CH:23][CH:22]=2)[C@H:6]1CC([O-])=O)(=O)C.Br[C:41]1[CH:42]=[N:43][CH:44]=[C:45]([CH:50]=1)[C:46]([O:48][CH3:49])=[O:47].C(=O)([O-])[O-:52].[Cs+].[Cs+]. The catalyst is O1CCOCC1.O.C1C=CC([P]([Pd]([P](C2C=CC=CC=2)(C2C=CC=CC=2)C2C=CC=CC=2)([P](C2C=CC=CC=2)(C2C=CC=CC=2)C2C=CC=CC=2)[P](C2C=CC=CC=2)(C2C=CC=CC=2)C2C=CC=CC=2)(C2C=CC=CC=2)C2C=CC=CC=2)=CC=1. The product is [OH:52][C@H:6]1[C@@H:5]([OH:4])[C@H:10]([OH:11])[C@@H:9]([CH2:15][OH:16])[O:8][C@@H:7]1[O:20][C:21]1[CH:22]=[CH:23][C:24]([C:41]2[CH:50]=[C:45]([C:46]([O:48][CH3:49])=[O:47])[CH:44]=[N:43][CH:42]=2)=[CH:25][CH:26]=1. The yield is 0.400. (5) The reactants are [Cl:1][C:2]1[N:3]=[C:4]([Cl:22])[C:5]2[C:10](C(N)=O)=[CH:9][N:8]([CH2:14][O:15][CH2:16][CH2:17][Si:18]([CH3:21])([CH3:20])[CH3:19])[C:6]=2[N:7]=1.CCN(CC)CC.C(OC(C(F)(F)F)=O)(C(F)(F)F)=O. The catalyst is C(Cl)Cl. The product is [Cl:1][C:2]1[N:3]=[C:4]([Cl:22])[C:5]2[CH:10]=[CH:9][N:8]([CH2:14][O:15][CH2:16][CH2:17][Si:18]([CH3:20])([CH3:19])[CH3:21])[C:6]=2[N:7]=1. The yield is 0.660. (6) The reactants are [NH2:1][C:2]1[N:7]=[C:6]([N:8]2[CH2:13][CH2:12][N:11](C(OC(C)(C)C)=O)[CH2:10][CH2:9]2)[C:5]([NH2:21])=[C:4]([SH:22])[N:3]=1.[C:23]1([CH3:32])[CH:28]=[CH:27][C:26]([C:29](Cl)=O)=[CH:25][CH:24]=1. No catalyst specified. The product is [N:8]1([C:6]2[C:5]3[N:21]=[C:32]([C:23]4[CH:28]=[CH:27][C:26]([CH3:29])=[CH:25][CH:24]=4)[S:22][C:4]=3[N:3]=[C:2]([NH2:1])[N:7]=2)[CH2:9][CH2:10][NH:11][CH2:12][CH2:13]1. The yield is 0.800.